This data is from NCI-60 drug combinations with 297,098 pairs across 59 cell lines. The task is: Regression. Given two drug SMILES strings and cell line genomic features, predict the synergy score measuring deviation from expected non-interaction effect. (1) Drug 1: CC1=C(C(CCC1)(C)C)C=CC(=CC=CC(=CC(=O)O)C)C. Drug 2: C(CCl)NC(=O)N(CCCl)N=O. Cell line: MOLT-4. Synergy scores: CSS=25.3, Synergy_ZIP=8.81, Synergy_Bliss=9.85, Synergy_Loewe=5.85, Synergy_HSA=12.5. (2) Drug 1: C1=CC(=C2C(=C1NCCNCCO)C(=O)C3=C(C=CC(=C3C2=O)O)O)NCCNCCO. Drug 2: C1=CC(=CC=C1CC(C(=O)O)N)N(CCCl)CCCl.Cl. Cell line: OVCAR-5. Synergy scores: CSS=26.9, Synergy_ZIP=5.03, Synergy_Bliss=8.34, Synergy_Loewe=-10.8, Synergy_HSA=6.72. (3) Drug 1: CC12CCC(CC1=CCC3C2CCC4(C3CC=C4C5=CN=CC=C5)C)O. Drug 2: B(C(CC(C)C)NC(=O)C(CC1=CC=CC=C1)NC(=O)C2=NC=CN=C2)(O)O. Cell line: U251. Synergy scores: CSS=8.60, Synergy_ZIP=-4.77, Synergy_Bliss=-5.40, Synergy_Loewe=1.88, Synergy_HSA=-2.63. (4) Drug 1: C1CN1C2=NC(=NC(=N2)N3CC3)N4CC4. Drug 2: CC1CCCC2(C(O2)CC(NC(=O)CC(C(C(=O)C(C1O)C)(C)C)O)C(=CC3=CSC(=N3)C)C)C. Cell line: RXF 393. Synergy scores: CSS=21.7, Synergy_ZIP=-3.09, Synergy_Bliss=-5.37, Synergy_Loewe=-12.4, Synergy_HSA=-4.93. (5) Drug 1: CN(CC1=CN=C2C(=N1)C(=NC(=N2)N)N)C3=CC=C(C=C3)C(=O)NC(CCC(=O)O)C(=O)O. Drug 2: CC1=C(C(CCC1)(C)C)C=CC(=CC=CC(=CC(=O)O)C)C. Cell line: RXF 393. Synergy scores: CSS=15.0, Synergy_ZIP=-12.5, Synergy_Bliss=-12.6, Synergy_Loewe=-32.4, Synergy_HSA=-10.1. (6) Drug 1: C1CN1P(=S)(N2CC2)N3CC3. Drug 2: C1CCC(C(C1)N)N.C(=O)(C(=O)[O-])[O-].[Pt+4]. Cell line: LOX IMVI. Synergy scores: CSS=44.9, Synergy_ZIP=-8.10, Synergy_Bliss=-4.37, Synergy_Loewe=-0.308, Synergy_HSA=1.79. (7) Drug 1: CC=C1C(=O)NC(C(=O)OC2CC(=O)NC(C(=O)NC(CSSCCC=C2)C(=O)N1)C(C)C)C(C)C. Drug 2: C#CCC(CC1=CN=C2C(=N1)C(=NC(=N2)N)N)C3=CC=C(C=C3)C(=O)NC(CCC(=O)O)C(=O)O. Cell line: SF-539. Synergy scores: CSS=52.2, Synergy_ZIP=-7.54, Synergy_Bliss=-7.93, Synergy_Loewe=-2.25, Synergy_HSA=-1.01.